From a dataset of Forward reaction prediction with 1.9M reactions from USPTO patents (1976-2016). Predict the product of the given reaction. (1) The product is: [CH3:21][C:14]1[CH2:15][CH2:16][CH2:17][C:18]([CH3:19])([CH3:20])[C:13]=1[CH2:12]/[CH:11]=[C:8](/[CH3:7])\[C:9]#[CH:10]. Given the reactants F[B-](F)(F)F.[NH4+].[CH3:7][C:8](O)([CH2:11][CH2:12][C:13]1[C:18]([CH3:20])([CH3:19])[CH2:17][CH2:16][CH2:15][C:14]=1[CH3:21])[C:9]#[CH:10], predict the reaction product. (2) Given the reactants [C:1]([C:5]1[CH:23]=[C:8]2[N:9]=[C:10]([CH3:22])[C:11]([CH:14]([CH2:19][CH2:20][CH3:21])[C:15]([O:17][CH3:18])=[O:16])=[C:12](Cl)[N:7]2[N:6]=1)([CH3:4])([CH3:3])[CH3:2].[C:24]1(B(O)O)[CH:29]=[CH:28][CH:27]=[CH:26][CH:25]=1.C(N(C(C)C)CC)(C)C, predict the reaction product. The product is: [C:1]([C:5]1[CH:23]=[C:8]2[N:9]=[C:10]([CH3:22])[C:11]([CH:14]([CH2:19][CH2:20][CH3:21])[C:15]([O:17][CH3:18])=[O:16])=[C:12]([C:24]3[CH:29]=[CH:28][CH:27]=[CH:26][CH:25]=3)[N:7]2[N:6]=1)([CH3:4])([CH3:3])[CH3:2]. (3) Given the reactants [Br:1][C:2]1[CH:3]=[C:4]([CH3:20])[C:5]2[N:9]=[C:8]([CH2:10][CH2:11][CH3:12])[N:7]([CH2:13][C:14](OCC)=[O:15])[C:6]=2[CH:19]=1.C1COCC1, predict the reaction product. The product is: [Br:1][C:2]1[CH:3]=[C:4]([CH3:20])[C:5]2[N:9]=[C:8]([CH2:10][CH2:11][CH3:12])[N:7]([CH2:13][CH2:14][OH:15])[C:6]=2[CH:19]=1. (4) Given the reactants [CH2:1]([O:3][C:4](=[O:31])[C:5]([C:10]1[CH:19]=[CH:18][C:17]2[C:12](=[CH:13][CH:14]=[C:15]([O:20][C@H:21]3[CH2:26][CH2:25][C@H:24]([C:27]([CH3:30])([CH3:29])[CH3:28])[CH2:23][CH2:22]3)[CH:16]=2)[N:11]=1)([N+:7]([O-])=O)[CH3:6])[CH3:2], predict the reaction product. The product is: [CH2:1]([O:3][C:4](=[O:31])[C:5]([NH2:7])([C:10]1[CH:19]=[CH:18][C:17]2[C:12](=[CH:13][CH:14]=[C:15]([O:20][C@H:21]3[CH2:22][CH2:23][C@H:24]([C:27]([CH3:30])([CH3:29])[CH3:28])[CH2:25][CH2:26]3)[CH:16]=2)[N:11]=1)[CH3:6])[CH3:2].